From a dataset of NCI-60 drug combinations with 297,098 pairs across 59 cell lines. Regression. Given two drug SMILES strings and cell line genomic features, predict the synergy score measuring deviation from expected non-interaction effect. (1) Drug 1: CC1=C(C(=CC=C1)Cl)NC(=O)C2=CN=C(S2)NC3=CC(=NC(=N3)C)N4CCN(CC4)CCO. Drug 2: CS(=O)(=O)OCCCCOS(=O)(=O)C. Cell line: SR. Synergy scores: CSS=43.7, Synergy_ZIP=8.41, Synergy_Bliss=8.68, Synergy_Loewe=-1.86, Synergy_HSA=-1.20. (2) Drug 1: C1=NC(=NC(=O)N1C2C(C(C(O2)CO)O)O)N. Drug 2: C(CC(=O)O)C(=O)CN.Cl. Cell line: IGROV1. Synergy scores: CSS=9.16, Synergy_ZIP=-5.98, Synergy_Bliss=-0.555, Synergy_Loewe=-9.78, Synergy_HSA=-1.69. (3) Drug 1: CS(=O)(=O)C1=CC(=C(C=C1)C(=O)NC2=CC(=C(C=C2)Cl)C3=CC=CC=N3)Cl. Drug 2: C1=CC(=CC=C1CCCC(=O)O)N(CCCl)CCCl. Cell line: A549. Synergy scores: CSS=16.6, Synergy_ZIP=-2.44, Synergy_Bliss=-1.97, Synergy_Loewe=-6.77, Synergy_HSA=-1.29. (4) Drug 2: C1=NC2=C(N1)C(=S)N=C(N2)N. Cell line: OVCAR-5. Drug 1: C1CCC(CC1)NC(=O)N(CCCl)N=O. Synergy scores: CSS=40.8, Synergy_ZIP=-4.47, Synergy_Bliss=-3.79, Synergy_Loewe=-10.9, Synergy_HSA=0.187. (5) Drug 1: CCCS(=O)(=O)NC1=C(C(=C(C=C1)F)C(=O)C2=CNC3=C2C=C(C=N3)C4=CC=C(C=C4)Cl)F. Drug 2: C1C(C(OC1N2C=NC3=C2NC=NCC3O)CO)O. Cell line: RPMI-8226. Synergy scores: CSS=4.79, Synergy_ZIP=7.81, Synergy_Bliss=15.1, Synergy_Loewe=10.8, Synergy_HSA=10.2. (6) Drug 1: CNC(=O)C1=NC=CC(=C1)OC2=CC=C(C=C2)NC(=O)NC3=CC(=C(C=C3)Cl)C(F)(F)F. Drug 2: CN(C(=O)NC(C=O)C(C(C(CO)O)O)O)N=O. Cell line: NCI-H322M. Synergy scores: CSS=7.14, Synergy_ZIP=-2.76, Synergy_Bliss=4.17, Synergy_Loewe=-0.643, Synergy_HSA=1.21.